Task: Regression. Given a target protein amino acid sequence and a drug SMILES string, predict the binding affinity score between them. We predict pAffinity (pAffinity = -log10(affinity in M)). Dataset: bindingdb_patent.. Dataset: Drug-target binding data from BindingDB patent sources (1) The small molecule is CCc1nn2c(C)cc(C)nc2c1Cc1ccc(cc1)-n1cc(CN2CC(O)C2)cn1. The target protein (P46093) has sequence MGNHTWEGCHVDSRVDHLFPPSLYIFVIGVGLPTNCLALWAAYRQVQQRNELGVYLMNLSIADLLYICTLPLWVDYFLHHDNWIHGPGSCKLFGFIFYTNIYISIAFLCCISVDRYLAVAHPLRFARLRRVKTAVAVSSVVWATELGANSAPLFHDELFRDRYNHTFCFEKFPMEGWVAWMNLYRVFVGFLFPWALMLLSYRGILRAVRGSVSTERQEKAKIKRLALSLIAIVLVCFAPYHVLLLSRSAIYLGRPWDCGFEERVFSAYHSSLAFTSLNCVADPILYCLVNEGARSDVAKALHNLLRFLASDKPQEMANASLTLETPLTSKRNSTAKAMTGSWAATPPSQGDQVQLKMLPPAQ. The pAffinity is 6.9. (2) The drug is O[C@]1(Cc2ccccc2)C[C@@H]2CN(CC(=O)c3ccc4[nH]nnc4c3)C[C@@H]2C1. The target protein (Q13224) has sequence MKPRAECCSPKFWLVLAVLAVSGSRARSQKSPPSIGIAVILVGTSDEVAIKDAHEKDDFHHLSVVPRVELVAMNETDPKSIITRICDLMSDRKIQGVVFADDTDQEAIAQILDFISAQTLTPILGIHGGSSMIMADKDESSMFFQFGPSIEQQASVMLNIMEEYDWYIFSIVTTYFPGYQDFVNKIRSTIENSFVGWELEEVLLLDMSLDDGDSKIQNQLKKLQSPIILLYCTKEEATYIFEVANSVGLTGYGYTWIVPSLVAGDTDTVPAEFPTGLISVSYDEWDYGLPARVRDGIAIITTAASDMLSEHSFIPEPKSSCYNTHEKRIYQSNMLNRYLINVTFEGRNLSFSEDGYQMHPKLVIILLNKERKWERVGKWKDKSLQMKYYVWPRMCPETEEQEDDHLSIVTLEEAPFVIVESVDPLSGTCMRNTVPCQKRIVTENKTDEEPGYIKKCCKGFCIDILKKISKSVKFTYDLYLVTNGKHGKKINGTWNGMIGE.... The pAffinity is 5.0. (3) The compound is Cc1cc(F)ccc1-n1nc(cc1NC(=O)c1cnn2cccnc12)C1CCNCC1. The target protein (Q9NWZ3) has sequence MNKPITPSTYVRCLNVGLIRKLSDFIDPQEGWKKLAVAIKKPSGDDRYNQFHIRRFEALLQTGKSPTSELLFDWGTTNCTVGDLVDLLIQNEFFAPASLLLPDAVPKTANTLPSKEAITVQQKQMPFCDKDRTLMTPVQNLEQSYMPPDSSSPENKSLEVSDTRFHSFSFYELKNVTNNFDERPISVGGNKMGEGGFGVVYKGYVNNTTVAVKKLAAMVDITTEELKQQFDQEIKVMAKCQHENLVELLGFSSDGDDLCLVYVYMPNGSLLDRLSCLDGTPPLSWHMRCKIAQGAANGINFLHENHHIHRDIKSANILLDEAFTAKISDFGLARASEKFAQTVMTSRIVGTTAYMAPEALRGEITPKSDIYSFGVVLLEIITGLPAVDEHREPQLLLDIKEEIEDEEKTIEDYIDKKMNDADSTSVEAMYSVASQCLHEKKNKRPDIKKVQQLLQEMTAS. The pAffinity is 6.0. (4) The drug is Fc1ccc(cc1)-c1nc2cc(ccc2nc1N1CCCCC1)C(=O)NCCCc1ncc[nH]1. The target protein (P43490) has sequence MNPAAEAEFNILLATDSYKVTHYKQYPPNTSKVYSYFECREKKTENSKLRKVKYEETVFYGLQYILNKYLKGKVVTKEKIQEAKDVYKEHFQDDVFNEKGWNYILEKYDGHLPIEIKAVPEGFVIPRGNVLFTVENTDPECYWLTNWIETILVQSWYPITVATNSREQKKILAKYLLETSGNLDGLEYKLHDFGYRGVSSQETAGIGASAHLVNFKGTDTVAGLALIKKYYGTKDPVPGYSVPAAEHSTITAWGKDHEKDAFEHIVTQFSSVPVSVVSDSYDIYNACEKIWGEDLRHLIVSRSTQAPLIIRPDSGNPLDTVLKVLEILGKKFPVTENSKGYKLLPPYLRVIQGDGVDINTLQEIVEGMKQKMWSIENIAFGSGGGLLQKLTRDLLNCSFKCSYVVTNGLGINVFKDPVADPNKRSKKGRLSLHRTPAGNFVTLEEGKGDLEEYGQDLLHTVFKNGKVTKSYSFDEIRKNAQLNIELEAAHH. The pAffinity is 7.0.